This data is from Catalyst prediction with 721,799 reactions and 888 catalyst types from USPTO. The task is: Predict which catalyst facilitates the given reaction. (1) Reactant: [C:1]([O:5][C:6]([N:8]1[CH2:13][CH2:12][CH:11]([NH:14][CH2:15][C:16]2[CH:21]=[CH:20][CH:19]=[CH:18][CH:17]=2)[CH2:10][CH2:9]1)=[O:7])([CH3:4])([CH3:3])[CH3:2].C=O.[C:24](O)(=O)C.C(O[BH-](OC(=O)C)OC(=O)C)(=O)C.[Na+].C(=O)([O-])[O-].[K+].[K+]. Product: [C:1]([O:5][C:6]([N:8]1[CH2:13][CH2:12][CH:11]([N:14]([CH2:15][C:16]2[CH:21]=[CH:20][CH:19]=[CH:18][CH:17]=2)[CH3:24])[CH2:10][CH2:9]1)=[O:7])([CH3:4])([CH3:2])[CH3:3]. The catalyst class is: 2. (2) Reactant: [Br:1][C:2]1[CH:3]=[C:4]([CH:13]=[CH:14][CH:15]=1)[C:5]([C:7]1[CH:12]=[CH:11][CH:10]=[CH:9][CH:8]=1)=O.C(OP([CH2:24][C:25]1[C:26]2[C:31]([C:32]([CH2:39]P(OCC)(OCC)=O)=[C:33]3[C:38]=1[CH:37]=[CH:36][CH:35]=[CH:34]3)=[CH:30][CH:29]=[CH:28][CH:27]=2)(OCC)=O)C.[C:48](O[K])([CH3:51])([CH3:50])C.S(=O)(=O)(O)O. Product: [Br:1][C:2]1[CH:3]=[C:4]([C:5]([C:7]2[CH:12]=[CH:11][CH:10]=[CH:9][CH:8]=2)=[CH:24][C:25]2[C:26]3[C:27]([C:28]([CH:29]=[C:30]([C:31]4[CH:10]=[CH:9][CH:8]=[CH:39][CH:32]=4)[C:50]4[CH:48]=[CH:51][CH:3]=[C:2]([Br:1])[CH:15]=4)=[C:37]4[C:38]=2[CH:33]=[CH:34][CH:35]=[CH:36]4)=[CH:13][CH:4]=[CH:5][CH:7]=3)[CH:13]=[CH:14][CH:15]=1. The catalyst class is: 30.